This data is from Forward reaction prediction with 1.9M reactions from USPTO patents (1976-2016). The task is: Predict the product of the given reaction. (1) Given the reactants [Cl:1][C:2]1[C:3]2[C:10]([I:11])=[CH:9][NH:8][C:4]=2[N:5]=[CH:6][N:7]=1.C(N(CC)C(C)C)(C)C.C(Cl)Cl.[C:24]1([S:30](Cl)(=[O:32])=[O:31])[CH:29]=[CH:28][CH:27]=[CH:26][CH:25]=1, predict the reaction product. The product is: [Cl:1][C:2]1[C:3]2[C:10]([I:11])=[CH:9][N:8]([S:30]([C:24]3[CH:29]=[CH:28][CH:27]=[CH:26][CH:25]=3)(=[O:32])=[O:31])[C:4]=2[N:5]=[CH:6][N:7]=1. (2) Given the reactants C[Si]([N-][Si](C)(C)C)(C)C.[Li+].[C:11]([C:14]1[CH:18]=[CH:17][N:16]([S:19]([C:22]2[CH:27]=[CH:26][CH:25]=[CH:24][CH:23]=2)(=[O:21])=[O:20])[CH:15]=1)(=[O:13])[CH3:12].[C:28](OCC)(=[O:34])[C:29]([O:31][CH2:32][CH3:33])=[O:30], predict the reaction product. The product is: [CH2:32]([O:31][C:29](=[O:30])[C:28](=[O:34])[CH2:12][C:11](=[O:13])[C:14]1[CH:18]=[CH:17][N:16]([S:19]([C:22]2[CH:27]=[CH:26][CH:25]=[CH:24][CH:23]=2)(=[O:20])=[O:21])[CH:15]=1)[CH3:33]. (3) The product is: [CH3:14][N:13]([CH3:15])[C:11]([C:9]1[N:8]([CH:16]2[CH2:21][CH2:20][CH2:19][O:18][CH2:17]2)[C:6]2[N:7]=[C:2]([NH:22][C:23]3[N:28]=[CH:27][C:26]([N:29]4[CH2:44][CH2:43][C:31]5([N:35]([C:36]([O:38][C:39]([CH3:41])([CH3:42])[CH3:40])=[O:37])[CH2:34][CH2:33][CH2:32]5)[C:30]4=[O:45])=[CH:25][CH:24]=3)[N:3]=[CH:4][C:5]=2[CH:10]=1)=[O:12]. Given the reactants Cl[C:2]1[N:3]=[CH:4][C:5]2[CH:10]=[C:9]([C:11]([N:13]([CH3:15])[CH3:14])=[O:12])[N:8]([CH:16]3[CH2:21][CH2:20][CH2:19][O:18][CH2:17]3)[C:6]=2[N:7]=1.[NH2:22][C:23]1[N:28]=[CH:27][C:26]([N:29]2[CH2:44][CH2:43][C:31]3([N:35]([C:36]([O:38][C:39]([CH3:42])([CH3:41])[CH3:40])=[O:37])[CH2:34][CH2:33][CH2:32]3)[C:30]2=[O:45])=[CH:25][CH:24]=1, predict the reaction product. (4) The product is: [Br:1][C:2]1[C:3]([Cl:12])=[C:4]([C:8]([O:10][CH3:11])=[O:9])[S:5][CH:6]=1. Given the reactants [Br:1][C:2]1[C:3]([Cl:12])=[C:4]([C:8]([O:10][CH3:11])=[O:9])[S:5][C:6]=1Br.[Li]CCCC, predict the reaction product.